This data is from Forward reaction prediction with 1.9M reactions from USPTO patents (1976-2016). The task is: Predict the product of the given reaction. (1) The product is: [CH2:19]([O:18][C:16](=[O:17])[CH2:15][C:14]([CH3:23])([CH3:13])[C:21]#[C:22][C:2]1[CH:8]=[C:7]([N+:9]([O-:11])=[O:10])[C:6]([F:12])=[CH:5][C:3]=1[NH2:4])[CH3:20]. Given the reactants Br[C:2]1[CH:8]=[C:7]([N+:9]([O-:11])=[O:10])[C:6]([F:12])=[CH:5][C:3]=1[NH2:4].[CH3:13][C:14]([CH3:23])([C:21]#[CH:22])[CH2:15][C:16]([O:18][CH2:19][CH3:20])=[O:17], predict the reaction product. (2) Given the reactants [Cl:1][C:2]1[N:3]=[C:4](Cl)[C:5]2[C:10]([CH3:11])=[CH:9][NH:8][C:6]=2[N:7]=1.CC1(C)C(C)(C)OB([C:21]2[CH:22]=[C:23]([CH2:27][C:28]#[N:29])[CH:24]=[CH:25][CH:26]=2)O1.C([O-])([O-])=O.[Na+].[Na+], predict the reaction product. The product is: [Cl:1][C:2]1[N:3]=[C:4]([C:21]2[CH:22]=[C:23]([CH2:27][C:28]#[N:29])[CH:24]=[CH:25][CH:26]=2)[C:5]2[C:10]([CH3:11])=[CH:9][NH:8][C:6]=2[N:7]=1.